From a dataset of Reaction yield outcomes from USPTO patents with 853,638 reactions. Predict the reaction yield, written as a fraction of the theoretical maximum amount of product (1.0 means a 100% yield; for example, 0.34 means a 34% yield). The catalyst is C(OCC)(=O)C. The reactants are C(N(C(C)C)CC)(C)C.[CH3:10][NH:11][C:12]1[CH:17]=[CH:16][CH:15]=[CH:14][N:13]=1.ClCCl.Cl[C:22]1[O:23][C:24]2[C:25](=[C:27]([C:39]#[N:40])[C:28]([CH3:38])=[C:29]([C:32]3[CH:37]=[CH:36][CH:35]=[CH:34][CH:33]=3)[C:30]=2[F:31])[N:26]=1. The yield is 0.575. The product is [F:31][C:30]1[C:29]([C:32]2[CH:37]=[CH:36][CH:35]=[CH:34][CH:33]=2)=[C:28]([CH3:38])[C:27]([C:39]#[N:40])=[C:25]2[C:24]=1[O:23][C:22]([N:11]([CH3:10])[C:12]1[CH:17]=[CH:16][CH:15]=[CH:14][N:13]=1)=[N:26]2.